Dataset: Forward reaction prediction with 1.9M reactions from USPTO patents (1976-2016). Task: Predict the product of the given reaction. (1) The product is: [Br:22][C:16]1[CH:17]=[CH:18][CH:19]=[C:20]2[C:15]=1[N:14]=[CH:13][C:12]([NH:11][S:7]([C:3]1[CH:2]=[N:1][CH:6]=[CH:5][CH:4]=1)(=[O:9])=[O:8])=[CH:21]2. Given the reactants [N:1]1[CH:6]=[CH:5][CH:4]=[C:3]([S:7](Cl)(=[O:9])=[O:8])[CH:2]=1.[NH2:11][C:12]1[CH:13]=[N:14][C:15]2[C:20]([CH:21]=1)=[CH:19][CH:18]=[CH:17][C:16]=2[Br:22], predict the reaction product. (2) The product is: [F:13][C:14]1[CH:19]=[CH:18][CH:17]=[CH:16][C:15]=1[N:20]1[CH2:25][CH2:24][N:23]([C:2]2[N:7]=[C:6]([CH3:8])[NH:5][C:4](=[O:9])[C:3]=2[N+:10]([O-:12])=[O:11])[CH2:22][CH2:21]1. Given the reactants Br[C:2]1[N:7]=[C:6]([CH3:8])[NH:5][C:4](=[O:9])[C:3]=1[N+:10]([O-:12])=[O:11].[F:13][C:14]1[CH:19]=[CH:18][CH:17]=[CH:16][C:15]=1[N:20]1[CH2:25][CH2:24][NH:23][CH2:22][CH2:21]1.C(=O)([O-])[O-].[K+].[K+], predict the reaction product. (3) The product is: [CH3:21][C:20]([CH3:23])([CH3:22])[C:19]([NH:18][CH2:17][C:13]1[CH:14]=[CH:15][C:7]([CH3:6])=[C:8]([CH:12]=1)[C:9]([OH:11])=[O:10])=[O:24]. Given the reactants S(=O)(=O)(O)O.[CH3:6][C:7]1[CH:15]=[CH:14][CH:13]=[CH:12][C:8]=1[C:9]([OH:11])=[O:10].O[CH2:17][NH:18][C:19](=[O:24])[C:20]([CH3:23])([CH3:22])[CH3:21], predict the reaction product. (4) Given the reactants Br[C:2]1[CH:3]=[CH:4][C:5]2[C:9]3[CH2:10][N:11]([C:15]([O:17][C:18]([CH3:21])([CH3:20])[CH3:19])=[O:16])[CH2:12][CH2:13][CH2:14][C:8]=3[N:7]([CH3:22])[C:6]=2[N:23]=1.[F:24][C:25]1[CH:26]=[CH:27][C:28]([CH2:31][O:32][C:33]2[CH:38]=[CH:37][NH:36][C:35](=[O:39])[CH:34]=2)=[N:29][CH:30]=1.C([O-])([O-])=O.[Cs+].[Cs+].OC1C=CC=C2C=1N=CC=C2, predict the reaction product. The product is: [F:24][C:25]1[CH:26]=[CH:27][C:28]([CH2:31][O:32][C:33]2[CH:38]=[CH:37][N:36]([C:2]3[CH:3]=[CH:4][C:5]4[C:9]5[CH2:10][N:11]([C:15]([O:17][C:18]([CH3:21])([CH3:20])[CH3:19])=[O:16])[CH2:12][CH2:13][CH2:14][C:8]=5[N:7]([CH3:22])[C:6]=4[N:23]=3)[C:35](=[O:39])[CH:34]=2)=[N:29][CH:30]=1. (5) The product is: [CH2:4]([NH:5][C:6]([C@H:8]1[CH2:9][CH2:10][C@H:11]([CH2:14][C:15]2[NH:16][C:17]3[CH:23]=[CH:22][CH:21]=[CH:20][C:18]=3[N:19]=2)[CH2:12][CH2:13]1)=[O:7])[C:3]1[CH:24]=[CH:25][CH:26]=[CH:27][CH:2]=1. Given the reactants F[C:2]1[CH:27]=[CH:26][CH:25]=[CH:24][C:3]=1[CH2:4][NH:5][C:6]([C@H:8]1[CH2:13][CH2:12][C@@H:11]([CH2:14][C:15]2[NH:19][C:18]3[CH:20]=[CH:21][CH:22]=[CH:23][C:17]=3[N:16]=2)[CH2:10][CH2:9]1)=[O:7].C(Cl)CCl.C1C=NC2N(O)N=NC=2C=1.C(N)C1C=CC=CC=1, predict the reaction product.